Dataset: Forward reaction prediction with 1.9M reactions from USPTO patents (1976-2016). Task: Predict the product of the given reaction. (1) Given the reactants C([O:8][C:9]1[CH:14]=[C:13]([O:15]CC2C=CC=CC=2)[C:12]([Cl:23])=[CH:11][C:10]=1[C:24]1[O:28][N:27]=[C:26]([CH2:29][NH2:30])[C:25]=1[C:31]1[CH:36]=[CH:35][C:34]([F:37])=[CH:33][CH:32]=1)C1C=CC=CC=1.[C:38](OC(=O)C)(=[O:40])[CH3:39].C(N(CC)CC)C.B(Cl)(Cl)Cl, predict the reaction product. The product is: [Cl:23][C:12]1[C:13]([OH:15])=[CH:14][C:9]([OH:8])=[C:10]([C:24]2[O:28][N:27]=[C:26]([CH2:29][NH:30][C:38](=[O:40])[CH3:39])[C:25]=2[C:31]2[CH:36]=[CH:35][C:34]([F:37])=[CH:33][CH:32]=2)[CH:11]=1. (2) Given the reactants [F:1][C:2]1[C:7]([F:8])=[CH:6][CH:5]=[CH:4][C:3]=1[C:9]1[N:17]=[C:12]2[CH:13]=[N:14][NH:15][CH:16]=[C:11]2[N:10]=1.Cl[CH2:19][C:20]1[O:24][N:23]=[C:22]([C:25]2[CH:30]=[CH:29][C:28]([O:31][C:32]([F:37])([F:36])[CH:33]([F:35])[F:34])=[CH:27][CH:26]=2)[CH:21]=1, predict the reaction product. The product is: [F:1][C:2]1[C:7]([F:8])=[CH:6][CH:5]=[CH:4][C:3]=1[C:9]1[N:17]=[C:12]2[CH:13]=[N:14][N:15]([CH2:19][C:20]3[O:24][N:23]=[C:22]([C:25]4[CH:26]=[CH:27][C:28]([O:31][C:32]([F:37])([F:36])[CH:33]([F:35])[F:34])=[CH:29][CH:30]=4)[CH:21]=3)[CH:16]=[C:11]2[N:10]=1. (3) Given the reactants [Cl:1][C:2]1[CH:3]=[CH:4][C:5]([C:26]#[N:27])=[C:6]([C:8]2[C:13]([O:14][CH3:15])=[CH:12][N:11]([CH:16]([O:22][CH2:23][CH3:24])[C:17]([O:19]CC)=[O:18])[C:10](=[O:25])[CH:9]=2)[CH:7]=1.[OH-].[Li+], predict the reaction product. The product is: [Cl:1][C:2]1[CH:3]=[CH:4][C:5]([C:26]#[N:27])=[C:6]([C:8]2[C:13]([O:14][CH3:15])=[CH:12][N:11]([CH:16]([O:22][CH2:23][CH3:24])[C:17]([OH:19])=[O:18])[C:10](=[O:25])[CH:9]=2)[CH:7]=1. (4) Given the reactants [Br:1][C:2]1[CH:7]=[CH:6][C:5]([C:8]([F:11])([F:10])[F:9])=[CH:4][C:3]=1[S:12][CH:13]1[CH2:18][CH2:17][O:16][CH:15]([C:19]2[CH:24]=[CH:23][C:22]([Cl:25])=[CH:21][CH:20]=2)[CH2:14]1.CC#N.I([O-])(=O)(=O)=[O:30].[Na+].[OH2:35], predict the reaction product. The product is: [Br:1][C:2]1[CH:7]=[CH:6][C:5]([C:8]([F:9])([F:10])[F:11])=[CH:4][C:3]=1[S:12]([CH:13]1[CH2:18][CH2:17][O:16][CH:15]([C:19]2[CH:20]=[CH:21][C:22]([Cl:25])=[CH:23][CH:24]=2)[CH2:14]1)(=[O:30])=[O:35]. (5) Given the reactants Cl[C:2]1[C:6]2[CH:7]=[C:8]([CH3:11])[CH:9]=[CH:10][C:5]=2[O:4][N:3]=1.[NH:12]1[CH2:17][CH2:16][NH:15][CH2:14][CH2:13]1.C1CCN2C(=NCCC2)CC1, predict the reaction product. The product is: [N:12]1([C:2]2[C:6]3[CH:7]=[C:8]([CH3:11])[CH:9]=[CH:10][C:5]=3[O:4][N:3]=2)[CH2:17][CH2:16][NH:15][CH2:14][CH2:13]1. (6) Given the reactants [C:1]1(N)[CH:6]=[CH:5][CH:4]=[C:3]([NH2:7])[CH:2]=1.C1(N)C=CC(N)=CC=1.C1(CN)C=CC=C(CN)C=1.C1(CN)C=CC(CN)=CC=1.NC1(N)C=CC(C2C=CC=CC=2)=CC1.NC1C=CC(CC2C=CC(N)=CC=2)=CC=1.NC1C=C[C:70]([O:73]C2C=CC(N)=CC=2)=CC=1.NC1C=CC(S(C2C=CC(N)=CC=2)(=O)=O)=CC=1.NC1C=CC(C(C2C=CC(N)=CC=2)(C)C)=CC=1, predict the reaction product. The product is: [NH2:7][C:3]1[CH:4]=[CH:5][CH:6]=[CH:1][CH:2]=1.[CH2:70]=[O:73]. (7) Given the reactants C(OC(=O)[NH:7][C:8]1[CH:13]=[C:12]([N:14]([CH3:16])[CH3:15])[C:11]([C:17]([F:20])([F:19])[F:18])=[CH:10][C:9]=1[NH:21][C:22](=[O:38])[CH2:23][C:24](=O)[C:25]1[CH:30]=[CH:29][CH:28]=[C:27]([C:31]2[CH:32]=[N:33][CH:34]=[N:35][CH:36]=2)[CH:26]=1)(C)(C)C.C(O)(C(F)(F)F)=O, predict the reaction product. The product is: [CH3:15][N:14]([CH3:16])[C:12]1[C:11]([C:17]([F:19])([F:20])[F:18])=[CH:10][C:9]2[NH:21][C:22](=[O:38])[CH2:23][C:24]([C:25]3[CH:30]=[CH:29][CH:28]=[C:27]([C:31]4[CH:32]=[N:33][CH:34]=[N:35][CH:36]=4)[CH:26]=3)=[N:7][C:8]=2[CH:13]=1.